This data is from Reaction yield outcomes from USPTO patents with 853,638 reactions. The task is: Predict the reaction yield, written as a fraction of the theoretical maximum amount of product (1.0 means a 100% yield; for example, 0.34 means a 34% yield). (1) The reactants are [F:1][C:2]1[CH:11]=[C:10]2[C:5]([CH:6]=[CH:7][NH:8][C:9]2=[O:12])=[CH:4][C:3]=1[O:13][CH3:14].CS(O)(=O)=O.[CH3:20][OH:21]. No catalyst specified. The product is [F:1][C:2]1[CH:11]=[C:10]2[C:5]([C:6]([O:21][CH3:20])=[CH:7][NH:8][C:9]2=[O:12])=[CH:4][C:3]=1[O:13][CH3:14]. The yield is 0.910. (2) The reactants are CCOC(/N=N/C(OCC)=O)=O.[Si:13]([O:20][CH2:21][C@H:22]([OH:24])[CH3:23])([C:16]([CH3:19])([CH3:18])[CH3:17])([CH3:15])[CH3:14].C1C=CC(P(C2C=CC=CC=2)C2C=CC=CC=2)=CC=1.O[N:45]1[C:49](=[O:50])[C:48]2=[CH:51][CH:52]=[CH:53][CH:54]=[C:47]2[C:46]1=[O:55]. The catalyst is C1COCC1. The product is [Si:13]([O:20][CH2:21][C@@H:22]([O:24][N:45]1[C:49](=[O:50])[C:48]2[C:47](=[CH:54][CH:53]=[CH:52][CH:51]=2)[C:46]1=[O:55])[CH3:23])([C:16]([CH3:19])([CH3:18])[CH3:17])([CH3:15])[CH3:14]. The yield is 0.970.